Dataset: Full USPTO retrosynthesis dataset with 1.9M reactions from patents (1976-2016). Task: Predict the reactants needed to synthesize the given product. (1) Given the product [NH2:16][CH2:15][CH:14]([NH:18][C:43]1[NH:42][C:46]([C:47]2[CH:48]=[C:49]3[C:54](=[CH:55][CH:56]=2)[CH:53]=[N:52][CH:51]=[CH:50]3)=[CH:45][N:44]=1)[CH2:87][C:85]1[CH:84]=[CH:83][CH:82]=[CH:69][CH:68]=1, predict the reactants needed to synthesize it. The reactants are: C([Sn]([C:14]1[N:18](COCC[Si](C)(C)C)C(S(C2C=CC=CC=2)(=O)=O)=[N:16][CH:15]=1)(CCCC)CCCC)CCC.C[Si](C)(C)CCOC[N:42]1[C:46]([C:47]2[CH:48]=[C:49]3[C:54](=[CH:55][CH:56]=2)[CH:53]=[N:52][CH:51]=[CH:50]3)=[CH:45][N:44]=[C:43]1S(C1C=CC=CC=1)(=O)=O.[CH2:68]([Li])[CH2:69]CC.[CH2:82]([Sn](Cl)([CH2:82][CH2:83][CH2:84][CH3:85])[CH2:82][CH2:83][CH2:84][CH3:85])[CH2:83][CH2:84][CH3:85].[CH2:87]1COCC1. (2) Given the product [Br:19][C:10]1[C:11]2[C:16](=[CH:15][CH:14]=[CH:13][CH:12]=2)[C:17]([OH:18])=[C:8]([C:6]([NH:20][C@@H:21]([CH3:22])[C:23]([OH:25])=[O:24])=[O:7])[N:9]=1, predict the reactants needed to synthesize it. The reactants are: C(O[C:6]([C:8]1[N:9]=[C:10]([Br:19])[C:11]2[C:16]([C:17]=1[OH:18])=[CH:15][CH:14]=[CH:13][CH:12]=2)=[O:7])CCC.[NH2:20][C@H:21]([C:23]([OH:25])=[O:24])[CH3:22].C[O-].[Na+]. (3) Given the product [F:3][C:4]1[C:27]([NH:28][S:29]([CH2:32][CH2:33][CH3:34])(=[O:31])=[O:30])=[CH:26][CH:25]=[C:24]([F:35])[C:5]=1[C:6]([NH:8][C:9]1[CH:10]=[C:11]2[C:17]([C:18]3[CH2:19][CH2:20][N:21]([CH3:36])[CH2:22][CH:23]=3)=[N:16][NH:15][C:12]2=[N:13][CH:14]=1)=[O:7], predict the reactants needed to synthesize it. The reactants are: C=O.[F:3][C:4]1[C:27]([NH:28][S:29]([CH2:32][CH2:33][CH3:34])(=[O:31])=[O:30])=[CH:26][CH:25]=[C:24]([F:35])[C:5]=1[C:6]([NH:8][C:9]1[CH:10]=[C:11]2[C:17]([C:18]3[CH2:19][CH2:20][NH:21][CH2:22][CH:23]=3)=[N:16][NH:15][C:12]2=[N:13][CH:14]=1)=[O:7].[CH2:36](Cl)Cl.CO.C(O[BH-](OC(=O)C)OC(=O)C)(=O)C.[Na+]. (4) Given the product [N:1]1([C:8]2[C:9]([C:22]3[CH:32]=[CH:31][C:25]4[O:26][C:27]([F:30])([F:29])[O:28][C:24]=4[CH:23]=3)=[N:10][C:11]3[C:16]([N:17]=2)=[CH:15][C:14]([C:18]([OH:20])=[O:19])=[CH:13][CH:12]=3)[CH2:7][CH2:6][CH2:5][CH2:4][CH2:3][CH2:2]1, predict the reactants needed to synthesize it. The reactants are: [N:1]1([C:8]2[C:9]([C:22]3[CH:32]=[CH:31][C:25]4[O:26][C:27]([F:30])([F:29])[O:28][C:24]=4[CH:23]=3)=[N:10][C:11]3[C:16]([N:17]=2)=[CH:15][C:14]([C:18]([O:20]C)=[O:19])=[CH:13][CH:12]=3)[CH2:7][CH2:6][CH2:5][CH2:4][CH2:3][CH2:2]1.[OH-].[Na+]. (5) Given the product [F:10][C:11]([F:22])([F:23])[O:12][C:13]1[CH:18]=[C:17]([C:2]2[N:3]=[CH:4][CH:5]=[CH:6][C:7]=2[C:8]#[N:9])[CH:16]=[CH:15][CH:14]=1, predict the reactants needed to synthesize it. The reactants are: Cl[C:2]1[C:7]([C:8]#[N:9])=[CH:6][CH:5]=[CH:4][N:3]=1.[F:10][C:11]([F:23])([F:22])[O:12][C:13]1[CH:14]=[C:15](B(O)O)[CH:16]=[CH:17][CH:18]=1.